Dataset: Peptide-MHC class I binding affinity with 185,985 pairs from IEDB/IMGT. Task: Regression. Given a peptide amino acid sequence and an MHC pseudo amino acid sequence, predict their binding affinity value. This is MHC class I binding data. The peptide sequence is DPSGAYFAW. The MHC is HLA-A11:01 with pseudo-sequence HLA-A11:01. The binding affinity (normalized) is 0.0847.